Task: Predict the reactants needed to synthesize the given product.. Dataset: Full USPTO retrosynthesis dataset with 1.9M reactions from patents (1976-2016) Given the product [CH3:22][C:18]1[CH:17]=[C:16]([S:13]([NH:12][C:11]2[C:2]([CH:23]=[CH2:24])=[N:3][CH:4]=[C:5]([CH:10]=2)[C:6]([O:8][CH3:9])=[O:7])(=[O:15])=[O:14])[CH:21]=[CH:20][CH:19]=1, predict the reactants needed to synthesize it. The reactants are: Cl[C:2]1[C:11]([NH:12][S:13]([C:16]2[CH:21]=[CH:20][CH:19]=[C:18]([CH3:22])[CH:17]=2)(=[O:15])=[O:14])=[CH:10][C:5]([C:6]([O:8][CH3:9])=[O:7])=[CH:4][N:3]=1.[CH2:23](C([Sn])=C(CCCC)CCCC)[CH2:24]CC.